This data is from Forward reaction prediction with 1.9M reactions from USPTO patents (1976-2016). The task is: Predict the product of the given reaction. (1) Given the reactants [Si:1]([O:18][CH2:19][CH2:20][C@H:21]1[C:26]2[CH:27]=[CH:28][C:29]([CH:31]=[O:32])=[CH:30][C:25]=2[CH2:24][CH2:23][O:22]1)([C:14]([CH3:17])([CH3:16])[CH3:15])([C:8]1[CH:13]=[CH:12][CH:11]=[CH:10][CH:9]=1)[C:2]1[CH:7]=[CH:6][CH:5]=[CH:4][CH:3]=1.[BH4-].[Na+], predict the reaction product. The product is: [Si:1]([O:18][CH2:19][CH2:20][C@H:21]1[C:26]2[CH:27]=[CH:28][C:29]([CH2:31][OH:32])=[CH:30][C:25]=2[CH2:24][CH2:23][O:22]1)([C:14]([CH3:16])([CH3:17])[CH3:15])([C:8]1[CH:9]=[CH:10][CH:11]=[CH:12][CH:13]=1)[C:2]1[CH:3]=[CH:4][CH:5]=[CH:6][CH:7]=1. (2) Given the reactants [N:1]1([C:7]2[C:8]3[CH:25]=[CH:24][N:23]([CH2:26][C:27]([F:30])([F:29])[F:28])[C:9]=3[N:10]=[C:11]([C:13]3[CH:22]=[CH:21][C:16]4[NH:17][C:18]([NH2:20])=[N:19][C:15]=4[CH:14]=3)[N:12]=2)[CH2:6][CH2:5][O:4][CH2:3][CH2:2]1.CCN(CC)CC.[C:38](O)(=[O:45])[C:39]1[CH:44]=[CH:43][N:42]=[CH:41][CH:40]=1, predict the reaction product. The product is: [N:1]1([C:7]2[C:8]3[CH:25]=[CH:24][N:23]([CH2:26][C:27]([F:29])([F:30])[F:28])[C:9]=3[N:10]=[C:11]([C:13]3[CH:22]=[CH:21][C:16]4[NH:17][C:18]([NH:20][C:38](=[O:45])[C:39]5[CH:44]=[CH:43][N:42]=[CH:41][CH:40]=5)=[N:19][C:15]=4[CH:14]=3)[N:12]=2)[CH2:6][CH2:5][O:4][CH2:3][CH2:2]1. (3) Given the reactants [CH:1]1[CH:6]=[CH:5][C:4]([CH2:7][O:8][C:9]([NH:11][C@@H:12]([C:19]([OH:21])=[O:20])[C:13]2[CH:18]=[CH:17][CH:16]=[CH:15][CH:14]=2)=[O:10])=[CH:3][CH:2]=1.[C:22]([N:29]1[CH2:34][CH2:33][CH:32]([CH:35]2[CH2:40][CH2:39][N:38]([C:41]([NH2:43])=[O:42])[CH2:37][CH2:36]2)[CH2:31][CH2:30]1)(OC(C)(C)C)=O.C([BH3-])#N.[Na+].N, predict the reaction product. The product is: [CH:1]1[CH:6]=[CH:5][C:4]([CH2:7][O:8][C:9]([NH:11][C@@H:12]([C:19]([OH:21])=[O:20])[C:13]2[CH:18]=[CH:17][CH:16]=[CH:15][CH:14]=2)=[O:10])=[CH:3][CH:2]=1.[CH3:22][N:29]1[CH2:30][CH2:31][CH:32]([CH:35]2[CH2:40][CH2:39][N:38]([C:41]([NH2:43])=[O:42])[CH2:37][CH2:36]2)[CH2:33][CH2:34]1. (4) Given the reactants C[C:2]1([CH:13]=[CH:12][C:8]([C:9]([O-:11])=[O:10])=[CH:7][CH:6]1[N+:14]([O-:16])=[O:15])[C:3]([O-])=[O:4].CCOCC.CO.[Li+].[BH4-], predict the reaction product. The product is: [OH:4][CH2:3][C:2]1[CH:13]=[CH:12][C:8]([C:9]([OH:11])=[O:10])=[CH:7][C:6]=1[N+:14]([O-:16])=[O:15].